From a dataset of Catalyst prediction with 721,799 reactions and 888 catalyst types from USPTO. Predict which catalyst facilitates the given reaction. Reactant: [CH:1]1([C@H:4]([NH2:6])[CH3:5])[CH2:3][CH2:2]1.C[Al](C)C.C1(C)C=CC=CC=1.[C:18]([CH2:20][C:21]1([N:36]2[CH:40]=[C:39]([C:41]3[C:42]4[CH:49]=[CH:48][N:47](COCC[Si](C)(C)C)[C:43]=4[N:44]=[CH:45][N:46]=3)[CH:38]=[N:37]2)[CH2:24][N:23]([C:25]2[CH:34]=[CH:33][C:28]([C:29](OC)=[O:30])=[C:27]([F:35])[CH:26]=2)[CH2:22]1)#[N:19]. Product: [C:18]([CH2:20][C:21]1([N:36]2[CH:40]=[C:39]([C:41]3[C:42]4[CH:49]=[CH:48][NH:47][C:43]=4[N:44]=[CH:45][N:46]=3)[CH:38]=[N:37]2)[CH2:22][N:23]([C:25]2[CH:34]=[CH:33][C:28]([C:29]([NH:6][C@@H:4]([CH:1]3[CH2:3][CH2:2]3)[CH3:5])=[O:30])=[C:27]([F:35])[CH:26]=2)[CH2:24]1)#[N:19]. The catalyst class is: 26.